This data is from Full USPTO retrosynthesis dataset with 1.9M reactions from patents (1976-2016). The task is: Predict the reactants needed to synthesize the given product. (1) Given the product [N:11]1[N:10]=[C:9]([C:6]2[CH:5]=[CH:4][C:3]([CH2:2][N:27]3[CH2:28][CH2:29][CH:30]([NH:33][C:34](=[O:40])[O:35][C:36]([CH3:38])([CH3:37])[CH3:39])[CH2:31][CH2:32]3)=[CH:8][CH:7]=2)[N:13]2[C:12]=1[C:18]1[CH:19]=[CH:20][CH:21]=[CH:22][C:17]=1[NH:16][C:15]1[N:23]=[CH:24][CH:25]=[CH:26][C:14]2=1, predict the reactants needed to synthesize it. The reactants are: Cl[CH2:2][C:3]1[CH:8]=[CH:7][C:6]([C:9]2[N:13]3[C:14]4[CH:26]=[CH:25][CH:24]=[N:23][C:15]=4[NH:16][C:17]4[CH:22]=[CH:21][CH:20]=[CH:19][C:18]=4[C:12]3=[N:11][N:10]=2)=[CH:5][CH:4]=1.[NH:27]1[CH2:32][CH2:31][CH:30]([NH:33][C:34](=[O:40])[O:35][C:36]([CH3:39])([CH3:38])[CH3:37])[CH2:29][CH2:28]1.C(N(CC)CC)C. (2) Given the product [CH2:8]([C:7]1[N:6]=[C:5]([CH:10]=[O:11])[NH:4][C:3]=1[CH2:1][CH3:2])[CH3:9], predict the reactants needed to synthesize it. The reactants are: [CH2:1]([C:3]1[N:4]=[C:5]([CH:10](OC)[O:11]C)[NH:6][C:7]=1[CH2:8][CH3:9])[CH3:2]. (3) Given the product [Br:1][C:2]1[CH:7]=[N:6][CH:5]=[C:4]([C:8]#[C:9][CH2:10][N:26]2[CH2:27][CH2:28][C:24]([F:29])([F:23])[CH2:25]2)[CH:3]=1, predict the reactants needed to synthesize it. The reactants are: [Br:1][C:2]1[CH:3]=[C:4]([C:8]#[C:9][CH2:10]OS(C)(=O)=O)[CH:5]=[N:6][CH:7]=1.C([O-])([O-])=O.[K+].[K+].Cl.[F:23][C:24]1([F:29])[CH2:28][CH2:27][NH:26][CH2:25]1.O. (4) Given the product [F:30][C:24]1[CH:25]=[CH:26][C:27]([F:29])=[CH:28][C:23]=1[CH2:22][NH:21][C:19]1[C:15]([C:16]([NH2:18])=[O:17])=[CH:14][N:13]=[C:12]([NH:11][C:8]2[CH:9]=[CH:10][C:5]([CH:3]3[CH2:4][N:1]([CH:40]=[O:41])[CH2:2]3)=[CH:6][CH:7]=2)[CH:20]=1, predict the reactants needed to synthesize it. The reactants are: [NH:1]1[CH2:4][CH:3]([C:5]2[CH:10]=[CH:9][C:8]([NH:11][C:12]3[CH:20]=[C:19]([NH:21][CH2:22][C:23]4[CH:28]=[C:27]([F:29])[CH:26]=[CH:25][C:24]=4[F:30])[C:15]([C:16]([NH2:18])=[O:17])=[CH:14][N:13]=3)=[CH:7][CH:6]=2)[CH2:2]1.CCN(C(C)C)C(C)C.[C:40](O)(C(F)(F)F)=[O:41]. (5) Given the product [F:25][C:24]([F:26])([F:27])[C:23]([C:20]1[CH:19]=[CH:18][C:17]([N:4]2[CH2:5][CH2:6][N:7]([S:9]([C:12]3[S:13][CH:14]=[CH:15][CH:16]=3)(=[O:10])=[O:11])[CH2:8][C@@H:3]2[CH2:2][NH:1][CH:32]2[CH2:33][O:30][CH2:31]2)=[CH:22][CH:21]=1)([OH:29])[CH3:28], predict the reactants needed to synthesize it. The reactants are: [NH2:1][CH2:2][C@H:3]1[CH2:8][N:7]([S:9]([C:12]2[S:13][CH:14]=[CH:15][CH:16]=2)(=[O:11])=[O:10])[CH2:6][CH2:5][N:4]1[C:17]1[CH:22]=[CH:21][C:20]([C:23]([OH:29])([CH3:28])[C:24]([F:27])([F:26])[F:25])=[CH:19][CH:18]=1.[O:30]1[CH2:33][C:32](=O)[CH2:31]1.C(O)(=O)C.C(O[BH-](OC(=O)C)OC(=O)C)(=O)C.[Na+]. (6) Given the product [NH2:8][C:7]1[C:6]2[C:5](=[CH:4][CH:3]=[C:2]([Br:1])[CH:9]=2)[NH:12][N:11]=1, predict the reactants needed to synthesize it. The reactants are: [Br:1][C:2]1[CH:3]=[CH:4][C:5](F)=[C:6]([CH:9]=1)[C:7]#[N:8].[NH2:11][NH2:12].C(OCC)(=O)C. (7) Given the product [CH2:1]([O:4][N:5]([C:25]([O:27][C:28]([CH3:31])([CH3:29])[CH3:30])=[O:26])[C@H:6]1[CH2:11][N:10]([C:12]([O:14][C:15]([CH3:16])([CH3:18])[CH3:17])=[O:13])[C@H:9]([C:19](=[O:21])[NH2:35])[CH:8]=[C:7]1[CH2:22][O:23][CH3:24])[CH:2]=[CH2:3], predict the reactants needed to synthesize it. The reactants are: [CH2:1]([O:4][N:5]([C:25]([O:27][C:28]([CH3:31])([CH3:30])[CH3:29])=[O:26])[C@H:6]1[CH2:11][N:10]([C:12]([O:14][C:15]([CH3:18])([CH3:17])[CH3:16])=[O:13])[C@H:9]([C:19]([OH:21])=O)[CH:8]=[C:7]1[CH2:22][O:23][CH3:24])[CH:2]=[CH2:3].[Cl-].[NH4+].C[N:35](C(ON1N=NC2C=CC=NC1=2)=[N+](C)C)C.F[P-](F)(F)(F)(F)F.CCN(C(C)C)C(C)C.